Dataset: Forward reaction prediction with 1.9M reactions from USPTO patents (1976-2016). Task: Predict the product of the given reaction. (1) Given the reactants [CH:1]1([N:6]2[CH2:12][C:11]([F:14])([F:13])[C:10](=[O:15])[N:9]([CH3:16])[C:8]3[CH:17]=[N:18][C:19]([NH:21]C4C=CC(C(O)=O)=CC=4OC)=[N:20][C:7]2=3)[CH2:5][CH2:4][CH2:3][CH2:2]1.ClC1N=CC2N(C)C(=O)C(F)(F)CN(C3CCCC3)C=2N=1.[CH3:54][N:55]([CH3:66])[CH2:56][CH2:57][O:58][C:59]1[CH:65]=[CH:64][C:62](N)=[CH:61][CH:60]=1, predict the reaction product. The product is: [CH:1]1([N:6]2[CH2:12][C:11]([F:13])([F:14])[C:10](=[O:15])[N:9]([CH3:16])[C:8]3[CH:17]=[N:18][C:19]([NH:21][C:62]4[CH:64]=[CH:65][C:59]([O:58][CH2:57][CH2:56][N:55]([CH3:66])[CH3:54])=[CH:60][CH:61]=4)=[N:20][C:7]2=3)[CH2:2][CH2:3][CH2:4][CH2:5]1. (2) Given the reactants [F:1][C:2]([F:7])([F:6])[C:3]([OH:5])=[O:4].[F:8][C:9]([F:14])([F:13])[C:10]([OH:12])=[O:11].[NH:15]1[CH2:18][CH:17]([N:19]2[CH:23]=[CH:22][C:21]([C:24]3[N:36]([CH2:37][C:38]4[CH:43]=[CH:42][CH:41]=[C:40]([Cl:44])[CH:39]=4)[C:27]4[CH:28]=[CH:29][C:30]5[N:31]([C:32]([CH3:35])=[N:33][N:34]=5)[C:26]=4[CH:25]=3)=[N:20]2)[CH2:16]1.C(N(CC)CC)C.[CH3:52][N:53]([CH3:58])[S:54](Cl)(=[O:56])=[O:55], predict the reaction product. The product is: [F:1][C:2]([F:7])([F:6])[C:3]([OH:5])=[O:4].[F:8][C:9]([F:14])([F:13])[C:10]([OH:12])=[O:11].[Cl:44][C:40]1[CH:39]=[C:38]([CH:43]=[CH:42][CH:41]=1)[CH2:37][N:36]1[C:27]2[CH:28]=[CH:29][C:30]3[N:31]([C:32]([CH3:35])=[N:33][N:34]=3)[C:26]=2[CH:25]=[C:24]1[C:21]1[CH:22]=[CH:23][N:19]([CH:17]2[CH2:16][N:15]([S:54]([N:53]([CH3:58])[CH3:52])(=[O:56])=[O:55])[CH2:18]2)[N:20]=1.